Dataset: Forward reaction prediction with 1.9M reactions from USPTO patents (1976-2016). Task: Predict the product of the given reaction. (1) Given the reactants [C:1](C1C=CC=CC=1)(=O)[C:2]1[CH:7]=[CH:6][CH:5]=[CH:4][CH:3]=1.BrC1C=CC(C)=CC=1.[Br:23][C:24]1[CH:31]=[CH:30][C:27]([CH:28]=[O:29])=[CH:26][CH:25]=1, predict the reaction product. The product is: [Br:23][C:24]1[CH:31]=[CH:30][C:27]([CH:28]([C:5]2[CH:6]=[CH:7][C:2]([CH3:1])=[CH:3][CH:4]=2)[OH:29])=[CH:26][CH:25]=1. (2) Given the reactants [F:1][C:2]1[CH:7]=[CH:6][C:5]([C:8]2[C:13]([CH3:14])=[C:12]([CH:15]([CH3:17])[CH3:16])[N:11]=[C:10]([N:18]([CH3:23])[S:19]([CH3:22])(=[O:21])=[O:20])[N:9]=2)=[CH:4][CH:3]=1.BrN1C(=[O:30])CCC1=O.C([O-])(O)=O.[Na+].O, predict the reaction product. The product is: [F:1][C:2]1[CH:3]=[CH:4][C:5]([C:8]2[C:13]([CH2:14][OH:30])=[C:12]([CH:15]([CH3:17])[CH3:16])[N:11]=[C:10]([N:18]([CH3:23])[S:19]([CH3:22])(=[O:21])=[O:20])[N:9]=2)=[CH:6][CH:7]=1. (3) Given the reactants Br[CH2:2][CH2:3][OH:4].Cl.Cl.[NH2:7][C:8]1[N:13]=[CH:12][N:11]=[C:10]2[N:14]([CH:18]([C:20]3[CH:21]=[C:22]([Cl:33])[C:23]([C:31]#[N:32])=[C:24]4[C:30]=3[O:29][CH2:28][CH2:27][NH:26][CH2:25]4)[CH3:19])[N:15]=[C:16]([CH3:17])[C:9]=12.C(N(CC)CC)C, predict the reaction product. The product is: [NH2:7][C:8]1[N:13]=[CH:12][N:11]=[C:10]2[N:14]([CH:18]([C:20]3[CH:21]=[C:22]([Cl:33])[C:23]([C:31]#[N:32])=[C:24]4[C:30]=3[O:29][CH2:28][CH2:27][N:26]([CH2:2][CH2:3][OH:4])[CH2:25]4)[CH3:19])[N:15]=[C:16]([CH3:17])[C:9]=12. (4) Given the reactants [CH3:1][C@@H:2]1[N:6]2[C:7](=[O:21])[C:8]3[N:9]([CH:11]=[C:12]([C:18]([OH:20])=O)[C:13](=[O:17])[C:14]=3[O:15][CH3:16])[CH2:10][C@H:5]2[O:4][CH2:3]1.C(N1C=CN=C1)(N1C=CN=C1)=O.[F:34][C:35]1[CH:42]=[C:41]([F:43])[CH:40]=[CH:39][C:36]=1[CH2:37][NH2:38], predict the reaction product. The product is: [F:34][C:35]1[CH:42]=[C:41]([F:43])[CH:40]=[CH:39][C:36]=1[CH2:37][NH:38][C:18]([C:12]1[C:13](=[O:17])[C:14]([O:15][CH3:16])=[C:8]2[C:7](=[O:21])[N:6]3[C@@H:2]([CH3:1])[CH2:3][O:4][C@@H:5]3[CH2:10][N:9]2[CH:11]=1)=[O:20].